This data is from Forward reaction prediction with 1.9M reactions from USPTO patents (1976-2016). The task is: Predict the product of the given reaction. Given the reactants [Cl:1][C:2]1[CH:7]=[CH:6][CH:5]=[CH:4][C:3]=1[CH:8]([OH:12])[CH:9]([CH3:11])[CH3:10].C1C=C[NH+]=CC=1.[O-][Cr](Cl)(=O)=O, predict the reaction product. The product is: [Cl:1][C:2]1[CH:7]=[CH:6][CH:5]=[CH:4][C:3]=1[C:8](=[O:12])[CH:9]([CH3:10])[CH3:11].